Dataset: Kir2.1 potassium channel HTS with 301,493 compounds. Task: Binary Classification. Given a drug SMILES string, predict its activity (active/inactive) in a high-throughput screening assay against a specified biological target. (1) The drug is S(c1cc(c2nc3n(c2NC2CCCCC2)cccc3)ccc1OC)C(CC)C. The result is 0 (inactive). (2) The compound is O=C1CCN(CC1)c1ncccc1[N+]([O-])=O. The result is 0 (inactive). (3) The molecule is Brc1cn(nc1)Cc1oc(cc1)C(=O)Nc1c(Cl)cc(cc1)C(F)(F)F. The result is 0 (inactive). (4) The compound is Clc1ccc(Cn2nc(c(NC(=O)c3noc4CCCCCc34)c2C)C)cc1. The result is 0 (inactive). (5) The molecule is S1c2c(N(CC1)Cc1ccccc1)cc(C(=O)N1CCC3(OCCO3)CC1)cc2. The result is 0 (inactive).